From a dataset of Forward reaction prediction with 1.9M reactions from USPTO patents (1976-2016). Predict the product of the given reaction. (1) The product is: [CH2:1]([O:3][C:4](=[O:44])[CH2:5][C:6]1[C:7]([CH2:12][CH2:13][C:14]2[C:19]([C:20]([F:23])([F:21])[F:22])=[CH:18][N:17]=[C:16]([NH:24][C:25]3[CH:30]=[CH:29][C:28]([CH:31]4[CH2:32][CH2:33][N:34]([C:37]([O:39][C:40]([CH3:43])([CH3:42])[CH3:41])=[O:38])[CH2:35][CH2:36]4)=[CH:27][CH:26]=3)[N:15]=2)=[N:8][CH:9]=[N:10][CH:11]=1)[CH3:2]. Given the reactants [CH2:1]([O:3][C:4](=[O:44])[CH2:5][C:6]1[C:7]([C:12]#[C:13][C:14]2[C:19]([C:20]([F:23])([F:22])[F:21])=[CH:18][N:17]=[C:16]([NH:24][C:25]3[CH:30]=[CH:29][C:28]([CH:31]4[CH2:36][CH2:35][N:34]([C:37]([O:39][C:40]([CH3:43])([CH3:42])[CH3:41])=[O:38])[CH2:33][CH2:32]4)=[CH:27][CH:26]=3)[N:15]=2)=[N:8][CH:9]=[N:10][CH:11]=1)[CH3:2].[H][H], predict the reaction product. (2) The product is: [NH2:1][C:2]1[N:3]([C:8]2[C:17]3[C:12](=[CH:13][CH:14]=[CH:15][CH:16]=3)[C:11]([CH:18]3[CH2:20][CH2:19]3)=[CH:10][CH:9]=2)[C:4]([S:7][CH2:26][CH2:25][C:24]([O:23][CH2:21][CH3:22])=[O:28])=[N:5][N:6]=1. Given the reactants [NH2:1][C:2]1[N:3]([C:8]2[C:17]3[C:12](=[CH:13][CH:14]=[CH:15][CH:16]=3)[C:11]([CH:18]3[CH2:20][CH2:19]3)=[CH:10][CH:9]=2)[C:4]([SH:7])=[N:5][N:6]=1.[CH2:21]([O:23][C:24](=[O:28])[CH2:25][CH2:26]Br)[CH3:22], predict the reaction product. (3) Given the reactants O[C@H:2](C)[C@H:3](NC(C1C=CC(C(C2C=CC=CC=2)=O)=CC=1)=O)C(OC)=O.NCCNCC(N[C:37]([C:39]1[CH:44]=[CH:43][C:42]([C:45]2[CH:50]=[CH:49][C:48]([CH2:51][CH3:52])=CC=2)=[CH:41][CH:40]=1)=[O:38])C(=O)NO.C1C[O:56]CC1, predict the reaction product. The product is: [C:49]1([C:50]#[C:45][C:42]2[CH:41]=[CH:40][C:39]([C:37]([OH:38])=[O:56])=[CH:44][CH:43]=2)[CH:48]=[CH:51][CH:52]=[CH:3][CH:2]=1. (4) Given the reactants [CH:1]1([S:4][CH2:5][CH2:6][CH2:7][N:8]2[C:16]3[C:11](=[CH:12][CH:13]=[C:14]([NH:17][C:18](=[O:25])[C:19]4[CH:24]=[CH:23][N:22]=[CH:21][CH:20]=4)[CH:15]=3)[C:10]([CH3:27])([CH3:26])[C:9]2=[O:28])[CH2:3][CH2:2]1.[OH:29]OS([O-])=O.[K+].[OH2:35], predict the reaction product. The product is: [CH:1]1([S:4]([CH2:5][CH2:6][CH2:7][N:8]2[C:16]3[C:11](=[CH:12][CH:13]=[C:14]([NH:17][C:18](=[O:25])[C:19]4[CH:24]=[CH:23][N:22]=[CH:21][CH:20]=4)[CH:15]=3)[C:10]([CH3:26])([CH3:27])[C:9]2=[O:28])(=[O:29])=[O:35])[CH2:3][CH2:2]1. (5) The product is: [Na+:50].[F:1][C:2]1[C:7]([F:8])=[CH:6][CH:5]=[CH:4][C:3]=1[C:9]1[N:45]=[C:12]2[CH:13]=[N:14][N:15]([CH:17]([C:26]3[O:30][N:29]=[C:28]([C:31]4[CH:36]=[CH:35][C:34]([O:37][CH2:38][CH2:39][CH3:40])=[CH:33][C:32]=4[C:41]([F:43])([F:42])[F:44])[CH:27]=3)[C:18]([O:20][CH2:21][CH2:22][C:23]([O-:25])=[O:24])=[O:19])[CH:16]=[C:11]2[N:10]=1. Given the reactants [F:1][C:2]1[C:7]([F:8])=[CH:6][CH:5]=[CH:4][C:3]=1[C:9]1[N:45]=[C:12]2[CH:13]=[N:14][N:15]([CH:17]([C:26]3[O:30][N:29]=[C:28]([C:31]4[CH:36]=[CH:35][C:34]([O:37][CH2:38][CH2:39][CH3:40])=[CH:33][C:32]=4[C:41]([F:44])([F:43])[F:42])[CH:27]=3)[C:18]([O:20][CH2:21][CH2:22][C:23]([OH:25])=[O:24])=[O:19])[CH:16]=[C:11]2[N:10]=1.C([O-])(O)=O.[Na+:50], predict the reaction product. (6) Given the reactants C(=O)([O-])[O-].[K+].[K+].[OH:7][C:8]1[CH:17]=[CH:16][C:11]([C:12]([O:14][CH3:15])=[O:13])=[CH:10][CH:9]=1.Cl[CH2:19][C:20]([NH:22][C:23]1[CH:28]=[CH:27][C:26]([O:29][CH3:30])=[CH:25][CH:24]=1)=[O:21].O, predict the reaction product. The product is: [CH3:30][O:29][C:26]1[CH:27]=[CH:28][C:23]([NH:22][C:20](=[O:21])[CH2:19][O:7][C:8]2[CH:9]=[CH:10][C:11]([C:12]([O:14][CH3:15])=[O:13])=[CH:16][CH:17]=2)=[CH:24][CH:25]=1.